From a dataset of Forward reaction prediction with 1.9M reactions from USPTO patents (1976-2016). Predict the product of the given reaction. (1) Given the reactants C(Cl)(=O)C(Cl)=O.CS(C)=O.[OH:11][CH:12]([CH:30]([CH3:32])[CH3:31])[CH2:13][NH:14][C:15]([CH2:17][CH2:18][NH:19][C:20](=[O:29])[O:21][CH2:22][C:23]1[CH:28]=[CH:27][CH:26]=[CH:25][CH:24]=1)=[O:16].C(N(CC)CC)C, predict the reaction product. The product is: [CH2:22]([O:21][C:20](=[O:29])[NH:19][CH2:18][CH2:17][C:15](=[O:16])[NH:14][CH2:13][C:12](=[O:11])[CH:30]([CH3:32])[CH3:31])[C:23]1[CH:28]=[CH:27][CH:26]=[CH:25][CH:24]=1. (2) Given the reactants Br[CH:2]1[C:7](=O)[CH2:6][CH2:5][CH2:4][CH:3]1[C:9]([O:11][CH3:12])=[O:10].[NH2:13][C:14]([NH2:16])=[S:15], predict the reaction product. The product is: [NH2:16][C:14]1[S:15][C:2]2[CH:3]([C:9]([O:11][CH3:12])=[O:10])[CH2:4][CH2:5][CH2:6][C:7]=2[N:13]=1. (3) Given the reactants [F:1][C:2]1[CH:7]=[CH:6][C:5]([C:8]2[CH:9]=[C:10]([C:15]([O:17]C)=[O:16])[C:11](=[O:14])[NH:12][N:13]=2)=[CH:4][C:3]=1[CH3:19].[Cl:20][C:21]1[CH:28]=[CH:27][CH:26]=[C:25]([Cl:29])[C:22]=1[CH2:23]Br, predict the reaction product. The product is: [C:15]([C:10]1[C:11](=[O:14])[N:12]([CH2:23][C:22]2[C:21]([Cl:20])=[CH:28][CH:27]=[CH:26][C:25]=2[Cl:29])[N:13]=[C:8]([C:5]2[CH:6]=[CH:7][C:2]([F:1])=[C:3]([CH3:19])[CH:4]=2)[CH:9]=1)([OH:17])=[O:16].